From a dataset of Forward reaction prediction with 1.9M reactions from USPTO patents (1976-2016). Predict the product of the given reaction. Given the reactants Br[C:2]1(Br)[CH2:4][C:3]1(Br)[CH2:5][O:6][CH2:7][CH2:8][CH2:9][CH2:10][CH2:11][CH3:12].C[Li], predict the reaction product. The product is: [CH2:7]([O:6][CH2:5][C:3]1[CH2:4][CH:2]=1)[CH2:8][CH2:9][CH2:10][CH2:11][CH3:12].